From a dataset of Catalyst prediction with 721,799 reactions and 888 catalyst types from USPTO. Predict which catalyst facilitates the given reaction. (1) Reactant: [F:1][C:2]1[C:7]([O:8][CH:9]2[CH2:14][CH2:13][N:12]([CH3:15])[CH2:11][CH2:10]2)=[CH:6][CH:5]=[CH:4][C:3]=1[NH2:16].[F:17][C:18]1[CH:26]=[C:25]([F:27])[CH:24]=[CH:23][C:19]=1[C:20]([Cl:22])=[O:21]. Product: [ClH:22].[F:17][C:18]1[CH:26]=[C:25]([F:27])[CH:24]=[CH:23][C:19]=1[C:20]([NH:16][C:3]1[CH:4]=[CH:5][CH:6]=[C:7]([O:8][CH:9]2[CH2:14][CH2:13][N:12]([CH3:15])[CH2:11][CH2:10]2)[C:2]=1[F:1])=[O:21]. The catalyst class is: 12. (2) Reactant: [OH:1][C:2]1[C:7]2[C:8](=[O:28])/[C:9](=[CH:11]/[C:12]3[C:20]4[C:15](=[CH:16][CH:17]=[CH:18][C:19]=4[C:21]4[CH:26]=[CH:25][CH:24]=[CH:23][CH:22]=4)[N:14]([CH3:27])[CH:13]=3)/[O:10][C:6]=2[CH:5]=[C:4]([OH:29])[CH:3]=1.[CH3:30][N:31]([CH3:35])[C:32](Cl)=[O:33]. Product: [CH3:30][N:31]([CH3:35])[C:32](=[O:33])[O:1][C:2]1[C:7]2[C:8](=[O:28])/[C:9](=[CH:11]/[C:12]3[C:20]4[C:15](=[CH:16][CH:17]=[CH:18][C:19]=4[C:21]4[CH:26]=[CH:25][CH:24]=[CH:23][CH:22]=4)[N:14]([CH3:27])[CH:13]=3)/[O:10][C:6]=2[CH:5]=[C:4]([O:29][C:32](=[O:33])[N:31]([CH3:35])[CH3:30])[CH:3]=1. The catalyst class is: 17. (3) Reactant: [C:1]([O:5][C:6]([N:8]1[CH2:13][CH2:12][C:11]2[N:14]([CH3:29])[C:15]([C:17]3[C:22]([C:23]#[CH:24])=[CH:21][N:20]=[C:19]([NH:25][C:26](=[O:28])[CH3:27])[N:18]=3)=[CH:16][C:10]=2[C:9]1=[O:30])=[O:7])([CH3:4])([CH3:3])[CH3:2].[C:31]([O-])([O-])=O.[Cs+].[Cs+].CI. Product: [C:1]([O:5][C:6]([N:8]1[CH2:13][CH2:12][C:11]2[N:14]([CH3:29])[C:15]([C:17]3[C:22]([C:23]#[CH:24])=[CH:21][N:20]=[C:19]([N:25]([C:26](=[O:28])[CH3:27])[CH3:31])[N:18]=3)=[CH:16][C:10]=2[C:9]1=[O:30])=[O:7])([CH3:4])([CH3:3])[CH3:2]. The catalyst class is: 18. (4) Product: [O:29]=[C:18]1[N:17]([C:14]2[CH:15]=[CH:16][C:8]3[C:7]4[NH:32][N:33]=[C:1]([CH2:2][CH2:3][CH3:4])[C:6]=4[CH2:12][CH2:11][CH2:10][C:9]=3[CH:13]=2)[CH2:21][C@H:20]([CH2:22][NH:23][C:24](=[O:28])[CH2:25][CH2:26][CH3:27])[O:19]1. Reactant: [C:1]([CH:6]1[CH2:12][CH2:11][CH2:10][C:9]2[CH:13]=[C:14]([N:17]3[CH2:21][C@H:20]([CH2:22][NH:23][C:24](=[O:28])[CH2:25][CH2:26][CH3:27])[O:19][C:18]3=[O:29])[CH:15]=[CH:16][C:8]=2[C:7]1=O)(=O)[CH2:2][CH2:3][CH3:4].O.[NH2:32][NH2:33]. The catalyst class is: 8. (5) Reactant: Cl[C:2]1[N:3]=[CH:4][C:5]2[CH:11]=[C:10]([C:12]3[CH:17]=[CH:16][C:15]([C:18]4[CH:23]=[N:22][CH:21]=[C:20](C)[N:19]=4)=[CH:14][C:13]=3[Cl:25])[C:9](=[O:26])[N:8]([CH2:27][CH3:28])[C:6]=2[N:7]=1.[NH2:29][CH:30]1[CH2:34][CH2:33][N:32]([C:35]([O:37][C:38]([CH3:41])([CH3:40])[CH3:39])=[O:36])[CH2:31]1.[CH3:42]CN(CC)CC. Product: [Cl:25][C:13]1[CH:14]=[C:15]([C:18]2[C:23]([CH3:42])=[N:22][CH:21]=[CH:20][N:19]=2)[CH:16]=[CH:17][C:12]=1[C:10]1[C:9](=[O:26])[N:8]([CH2:27][CH3:28])[C:6]2[N:7]=[C:2]([NH:29][CH:30]3[CH2:34][CH2:33][N:32]([C:35]([O:37][C:38]([CH3:41])([CH3:40])[CH3:39])=[O:36])[CH2:31]3)[N:3]=[CH:4][C:5]=2[CH:11]=1. The catalyst class is: 32. (6) The catalyst class is: 8. Reactant: [OH-].[Na+].[CH:3]1([C:6]2[CH:11]=[C:10]([CH2:12][N:13]3[CH2:16][C:15]4([CH2:20][C:19]([N:21]5[CH2:26][CH2:25][C:24]([CH3:32])([C:27]([O:29]CC)=[O:28])[CH2:23][CH2:22]5)=[N:18][O:17]4)[CH2:14]3)[CH:9]=[C:8]([O:33][CH2:34][CH:35]3[CH2:37][CH2:36]3)[C:7]=2[C:38]2[CH:43]=[CH:42][C:41]([F:44])=[CH:40][CH:39]=2)[CH2:5][CH2:4]1. Product: [CH:3]1([C:6]2[CH:11]=[C:10]([CH2:12][N:13]3[CH2:16][C:15]4([CH2:20][C:19]([N:21]5[CH2:26][CH2:25][C:24]([CH3:32])([C:27]([OH:29])=[O:28])[CH2:23][CH2:22]5)=[N:18][O:17]4)[CH2:14]3)[CH:9]=[C:8]([O:33][CH2:34][CH:35]3[CH2:36][CH2:37]3)[C:7]=2[C:38]2[CH:43]=[CH:42][C:41]([F:44])=[CH:40][CH:39]=2)[CH2:4][CH2:5]1. (7) Reactant: C(OC(=O)[NH:7][C:8]1[CH:13]=[CH:12][C:11]([C:14]2[CH:19]=[CH:18][C:17]([F:20])=[CH:16][CH:15]=2)=[CH:10][C:9]=1[NH:21][C:22](=[O:34])[CH2:23][C:24]([C:26]1[CH:31]=[CH:30][N:29]=[C:28]([C:32]#[N:33])[CH:27]=1)=O)(C)(C)C.C(O)(C(F)(F)F)=O. Product: [F:20][C:17]1[CH:18]=[CH:19][C:14]([C:11]2[CH:12]=[CH:13][C:8]3[N:7]=[C:24]([C:26]4[CH:31]=[CH:30][N:29]=[C:28]([C:32]#[N:33])[CH:27]=4)[CH2:23][C:22](=[O:34])[NH:21][C:9]=3[CH:10]=2)=[CH:15][CH:16]=1. The catalyst class is: 2.